This data is from NCI-60 drug combinations with 297,098 pairs across 59 cell lines. The task is: Regression. Given two drug SMILES strings and cell line genomic features, predict the synergy score measuring deviation from expected non-interaction effect. (1) Drug 1: CC1=C(C=C(C=C1)NC(=O)C2=CC=C(C=C2)CN3CCN(CC3)C)NC4=NC=CC(=N4)C5=CN=CC=C5. Drug 2: B(C(CC(C)C)NC(=O)C(CC1=CC=CC=C1)NC(=O)C2=NC=CN=C2)(O)O. Cell line: SNB-75. Synergy scores: CSS=22.7, Synergy_ZIP=-1.46, Synergy_Bliss=-1.55, Synergy_Loewe=-25.0, Synergy_HSA=-0.657. (2) Drug 1: CC=C1C(=O)NC(C(=O)OC2CC(=O)NC(C(=O)NC(CSSCCC=C2)C(=O)N1)C(C)C)C(C)C. Drug 2: C1=CC=C(C=C1)NC(=O)CCCCCCC(=O)NO. Cell line: KM12. Synergy scores: CSS=57.1, Synergy_ZIP=-0.382, Synergy_Bliss=-1.35, Synergy_Loewe=-20.2, Synergy_HSA=1.11. (3) Drug 1: CNC(=O)C1=CC=CC=C1SC2=CC3=C(C=C2)C(=NN3)C=CC4=CC=CC=N4. Drug 2: C1C(C(OC1N2C=NC3=C2NC=NCC3O)CO)O. Cell line: RPMI-8226. Synergy scores: CSS=0.360, Synergy_ZIP=3.09, Synergy_Bliss=6.88, Synergy_Loewe=4.10, Synergy_HSA=1.88. (4) Drug 1: CCC1=CC2CC(C3=C(CN(C2)C1)C4=CC=CC=C4N3)(C5=C(C=C6C(=C5)C78CCN9C7C(C=CC9)(C(C(C8N6C)(C(=O)OC)O)OC(=O)C)CC)OC)C(=O)OC.C(C(C(=O)O)O)(C(=O)O)O. Drug 2: CCCCCOC(=O)NC1=NC(=O)N(C=C1F)C2C(C(C(O2)C)O)O. Cell line: MALME-3M. Synergy scores: CSS=33.8, Synergy_ZIP=4.29, Synergy_Bliss=4.48, Synergy_Loewe=-31.3, Synergy_HSA=3.14. (5) Drug 1: C1=C(C(=O)NC(=O)N1)F. Drug 2: C1=NC2=C(N1)C(=S)N=C(N2)N. Cell line: SK-OV-3. Synergy scores: CSS=41.7, Synergy_ZIP=-7.26, Synergy_Bliss=-7.46, Synergy_Loewe=-10.4, Synergy_HSA=-1.88. (6) Drug 1: C1=CC(=CC=C1CCC2=CNC3=C2C(=O)NC(=N3)N)C(=O)NC(CCC(=O)O)C(=O)O. Drug 2: CC1=C(C=C(C=C1)C(=O)NC2=CC(=CC(=C2)C(F)(F)F)N3C=C(N=C3)C)NC4=NC=CC(=N4)C5=CN=CC=C5. Cell line: SN12C. Synergy scores: CSS=19.8, Synergy_ZIP=2.84, Synergy_Bliss=1.10, Synergy_Loewe=-9.21, Synergy_HSA=0.747. (7) Drug 1: CCC1=CC2CC(C3=C(CN(C2)C1)C4=CC=CC=C4N3)(C5=C(C=C6C(=C5)C78CCN9C7C(C=CC9)(C(C(C8N6C)(C(=O)OC)O)OC(=O)C)CC)OC)C(=O)OC.C(C(C(=O)O)O)(C(=O)O)O. Drug 2: CCN(CC)CCCC(C)NC1=C2C=C(C=CC2=NC3=C1C=CC(=C3)Cl)OC. Cell line: PC-3. Synergy scores: CSS=55.5, Synergy_ZIP=2.97, Synergy_Bliss=5.64, Synergy_Loewe=-3.98, Synergy_HSA=8.44. (8) Drug 1: C1=CN(C(=O)N=C1N)C2C(C(C(O2)CO)O)O.Cl. Drug 2: C1C(C(OC1N2C=NC3=C2NC=NCC3O)CO)O. Cell line: A498. Synergy scores: CSS=26.7, Synergy_ZIP=-9.40, Synergy_Bliss=-2.10, Synergy_Loewe=-14.5, Synergy_HSA=-1.87. (9) Drug 1: CC(C1=C(C=CC(=C1Cl)F)Cl)OC2=C(N=CC(=C2)C3=CN(N=C3)C4CCNCC4)N. Drug 2: B(C(CC(C)C)NC(=O)C(CC1=CC=CC=C1)NC(=O)C2=NC=CN=C2)(O)O. Cell line: OVCAR-5. Synergy scores: CSS=13.1, Synergy_ZIP=-1.44, Synergy_Bliss=1.59, Synergy_Loewe=0.242, Synergy_HSA=0.205. (10) Drug 1: COC1=C(C=C2C(=C1)N=CN=C2NC3=CC(=C(C=C3)F)Cl)OCCCN4CCOCC4. Drug 2: C1=CC=C(C(=C1)C(C2=CC=C(C=C2)Cl)C(Cl)Cl)Cl. Cell line: UACC-257. Synergy scores: CSS=26.7, Synergy_ZIP=-0.662, Synergy_Bliss=2.84, Synergy_Loewe=-1.20, Synergy_HSA=4.24.